Dataset: Forward reaction prediction with 1.9M reactions from USPTO patents (1976-2016). Task: Predict the product of the given reaction. (1) Given the reactants [CH2:1]([O:8][C:9]1[CH:10]=[C:11]2[C:15](=[CH:16][CH:17]=1)[NH:14][N:13]=[CH:12]2)[C:2]1[CH:7]=[CH:6][CH:5]=[CH:4][CH:3]=1.[OH:18][C:19]([CH3:34])([CH3:33])[CH2:20][CH2:21]OS(C1C=CC(C)=CC=1)(=O)=O.C(=O)([O-])[O-].[K+].[K+], predict the reaction product. The product is: [CH2:1]([O:8][C:9]1[CH:10]=[C:11]2[C:15](=[CH:16][CH:17]=1)[N:14]([CH2:21][CH2:20][C:19]([CH3:34])([OH:18])[CH3:33])[N:13]=[CH:12]2)[C:2]1[CH:3]=[CH:4][CH:5]=[CH:6][CH:7]=1. (2) Given the reactants [CH2:1]([C:3]1[CH:4]=[N:5][C:6]([N:9]2[CH2:14][CH2:13][CH:12]([N:15]3[C:19]([C:20]([F:23])([F:22])[F:21])=[C:18]([CH2:24]O)[CH:17]=[N:16]3)[CH2:11][CH2:10]2)=[N:7][CH:8]=1)[CH3:2].S(Cl)([Cl:28])=O, predict the reaction product. The product is: [Cl:28][CH2:24][C:18]1[CH:17]=[N:16][N:15]([CH:12]2[CH2:13][CH2:14][N:9]([C:6]3[N:5]=[CH:4][C:3]([CH2:1][CH3:2])=[CH:8][N:7]=3)[CH2:10][CH2:11]2)[C:19]=1[C:20]([F:23])([F:22])[F:21]. (3) Given the reactants C(O[C:4](=[O:17])[CH2:5][N:6]([CH2:13][C:14](=[O:16])[CH3:15])[C:7]1[CH:12]=[CH:11][CH:10]=[CH:9][CH:8]=1)C.CC(C)([O-])C.[K+], predict the reaction product. The product is: [C:7]1([N:6]2[CH2:5][C:4](=[O:17])[CH2:15][C:14](=[O:16])[CH2:13]2)[CH:12]=[CH:11][CH:10]=[CH:9][CH:8]=1.